Dataset: Full USPTO retrosynthesis dataset with 1.9M reactions from patents (1976-2016). Task: Predict the reactants needed to synthesize the given product. (1) Given the product [CH2:1]([N:3]([CH2:20][CH3:21])[CH2:4][CH2:5][N:6]1[CH2:12][CH2:11][CH2:10][C:9]2[NH:13][C:14](/[CH:17]=[C:26]3\[C:27](=[O:38])[NH:28][C:29]4[C:25]\3=[CH:24][C:23]([F:22])=[C:31]([NH:32][C:33](=[O:37])[C@@H:34]([OH:36])[CH3:35])[CH:30]=4)=[C:15]([CH3:16])[C:8]=2[C:7]1=[O:19])[CH3:2], predict the reactants needed to synthesize it. The reactants are: [CH2:1]([N:3]([CH2:20][CH3:21])[CH2:4][CH2:5][N:6]1[CH2:12][CH2:11][CH2:10][C:9]2[NH:13][C:14]([CH:17]=O)=[C:15]([CH3:16])[C:8]=2[C:7]1=[O:19])[CH3:2].[F:22][C:23]1[CH:24]=[C:25]2[C:29](=[CH:30][C:31]=1[NH:32][C:33](=[O:37])[CH:34]([OH:36])[CH3:35])[NH:28][C:27](=[O:38])[CH2:26]2. (2) Given the product [F:23][C:24]1[CH:29]=[CH:28][CH:27]=[CH:26][C:25]=1[C:30]1[CH:35]=[N:34][C:33]([N:36]2[C:44]3[C:39](=[CH:40][CH:41]=[C:42]([C:45]([N:47]4[CH2:52][CH2:51][O:50][CH2:49][CH2:48]4)=[O:46])[CH:43]=3)[C:38]([CH:53]=[O:54])=[CH:37]2)=[N:32][CH:31]=1, predict the reactants needed to synthesize it. The reactants are: CC(OI1(OC(C)=O)(OC(C)=O)OC(=O)C2C=CC=CC1=2)=O.[F:23][C:24]1[CH:29]=[CH:28][CH:27]=[CH:26][C:25]=1[C:30]1[CH:31]=[N:32][C:33]([N:36]2[C:44]3[C:39](=[CH:40][CH:41]=[C:42]([C:45]([N:47]4[CH2:52][CH2:51][O:50][CH2:49][CH2:48]4)=[O:46])[CH:43]=3)[C:38]([CH2:53][OH:54])=[CH:37]2)=[N:34][CH:35]=1. (3) Given the product [C:6]1([CH2:7][CH2:8][CH2:9][O:10][CH2:12][CH2:13][CH2:14][CH2:15][CH2:16][CH2:17][CH2:18][CH2:19][O:20][CH:21]2[CH2:26][CH2:25][CH2:24][CH2:23][O:22]2)[CH:5]=[CH:4][CH:3]=[CH:2][CH:28]=1, predict the reactants needed to synthesize it. The reactants are: Br[CH2:2][CH2:3][CH2:4][CH2:5][CH2:6][CH2:7][CH2:8][CH2:9][OH:10].Br[CH2:12][CH2:13][CH2:14][CH2:15][CH2:16][CH2:17][CH2:18][CH2:19][O:20][CH:21]1[CH2:26][CH2:25][CH2:24][CH2:23][O:22]1.O(CCCO)[C:28]1C=CC=CC=1. (4) The reactants are: [OH-].[Li+].[F:3][C:4]1[CH:9]=[C:8]([F:10])[CH:7]=[CH:6][C:5]=1[C@@H:11]1[CH2:15][N:14]([C:16]([O:18][C:19]([CH3:22])([CH3:21])[CH3:20])=[O:17])[CH2:13][C@H:12]1[C:23]([O:25]C)=[O:24]. Given the product [C:19]([O:18][C:16]([N:14]1[CH2:15][C@@H:11]([C:5]2[CH:6]=[CH:7][C:8]([F:10])=[CH:9][C:4]=2[F:3])[C@H:12]([C:23]([OH:25])=[O:24])[CH2:13]1)=[O:17])([CH3:22])([CH3:20])[CH3:21], predict the reactants needed to synthesize it. (5) Given the product [C:12]1([NH:15][C:16]2[S:17][C:18]([C:21]3[CH:22]=[CH:23][C:24]([OH:27])=[CH:25][CH:26]=3)=[CH:19][N:20]=2)[CH:11]=[CH:10][CH:9]=[CH:14][CH:13]=1, predict the reactants needed to synthesize it. The reactants are: N1(CCO[C:9]2[CH:14]=[CH:13][C:12]([NH:15][C:16]3[S:17][C:18]([C:21]4[CH:26]=[CH:25][C:24]([OH:27])=[CH:23][CH:22]=4)=[CH:19][N:20]=3)=[CH:11][CH:10]=2)CCCC1.COC1C=CC(C2SC(NC3C=CC=CC=3)=NC=2)=CC=1.B(Br)(Br)Br. (6) The reactants are: [C:1]([O:5][C:6]([N:8]1[CH2:13][CH2:12][CH:11]([CH2:14][O:15][CH2:16][CH:17]([NH2:23])[CH:18]2[CH2:22][CH2:21][CH2:20][CH2:19]2)[CH2:10][CH2:9]1)=[O:7])([CH3:4])([CH3:3])[CH3:2].[Cl:24][C:25]1[C:33]2[C:28](=[CH:29][C:30]([C:34](O)=[O:35])=[CH:31][CH:32]=2)[NH:27][CH:26]=1. Given the product [C:1]([O:5][C:6]([N:8]1[CH2:9][CH2:10][CH:11]([CH2:14][O:15][CH2:16][CH:17]([NH:23][C:34]([C:30]2[CH:29]=[C:28]3[C:33]([C:25]([Cl:24])=[CH:26][NH:27]3)=[CH:32][CH:31]=2)=[O:35])[CH:18]2[CH2:22][CH2:21][CH2:20][CH2:19]2)[CH2:12][CH2:13]1)=[O:7])([CH3:4])([CH3:2])[CH3:3], predict the reactants needed to synthesize it. (7) Given the product [Cl:1][C:2]1[CH:3]=[C:4]2[C:9](=[CH:10][C:11]=1[N:12]1[CH2:17][C:16]3[C:18]([CH:26]4[CH2:27][CH2:28]4)=[N:19][C:20]([CH2:22][OH:23])=[CH:21][C:15]=3[NH:14][C:13]1=[O:29])[O:8][CH:7]([C:30]1[C:35]([F:36])=[CH:34][CH:33]=[CH:32][N:31]=1)[CH2:6][CH2:5]2, predict the reactants needed to synthesize it. The reactants are: [Cl:1][C:2]1[CH:3]=[C:4]2[C:9](=[CH:10][C:11]=1[N:12]1[CH2:17][C:16]3[C:18]([CH:26]4[CH2:28][CH2:27]4)=[N:19][C:20]([C:22](OC)=[O:23])=[CH:21][C:15]=3[NH:14][C:13]1=[O:29])[O:8][CH:7]([C:30]1[C:35]([F:36])=[CH:34][CH:33]=[CH:32][N:31]=1)[CH2:6][CH2:5]2.[H-].[Al+3].[Li+].[H-].[H-].[H-].O.[OH-].[Na+]. (8) Given the product [ClH:35].[CH3:1][O:2][C:3]1[CH:12]=[C:11]2[C:6]([N:7]=[CH:8][C:9](=[O:34])[N:10]2[CH2:13][CH2:14][N:15]2[CH2:16][CH2:17][CH:18]([NH:21][CH2:22][C:23]3[CH:32]=[C:31]4[C:26]([CH2:27][CH2:28][C:29](=[O:33])[NH:30]4)=[CH:25][CH:24]=3)[CH2:19][CH2:20]2)=[CH:5][CH:4]=1, predict the reactants needed to synthesize it. The reactants are: [CH3:1][O:2][C:3]1[CH:12]=[C:11]2[C:6]([N:7]=[CH:8][C:9](=[O:34])[N:10]2[CH2:13][CH2:14][N:15]2[CH2:20][CH2:19][CH:18]([NH:21][CH2:22][C:23]3[CH:32]=[C:31]4[C:26]([CH2:27][CH2:28][C:29](=[O:33])[NH:30]4)=[CH:25][CH:24]=3)[CH2:17][CH2:16]2)=[CH:5][CH:4]=1.[ClH:35].C(OCC)(=O)C. (9) Given the product [CH3:23][O:24][C:25]1[CH:26]=[C:27]([C:2]2[CH:7]=[N:6][C:5]3=[C:8]([NH:11][CH:12]4[CH2:17][CH2:16][N:15]([C:18]([O:20][CH2:21][CH3:22])=[O:19])[CH2:14][CH2:13]4)[S:9][N:10]=[C:4]3[CH:3]=2)[CH:28]=[CH:29][C:30]=1[O:31][CH3:32], predict the reactants needed to synthesize it. The reactants are: Br[C:2]1[CH:7]=[N:6][C:5]2=[C:8]([NH:11][CH:12]3[CH2:17][CH2:16][N:15]([C:18]([O:20][CH2:21][CH3:22])=[O:19])[CH2:14][CH2:13]3)[S:9][N:10]=[C:4]2[CH:3]=1.[CH3:23][O:24][C:25]1[CH:26]=[C:27](B(O)O)[CH:28]=[CH:29][C:30]=1[O:31][CH3:32].C([O-])([O-])=O.[K+].[K+]. (10) Given the product [Cl:1][C:2]1[CH:3]=[C:4]([CH:26]=[CH:27][C:28]=1[O:29][CH3:30])[CH2:5][NH:6][C:7]1[C:12]([C:13]([NH:15][CH2:16][C:17]2[N:22]=[CH:21][CH:20]=[CH:19][N:18]=2)=[O:14])=[CH:11][N:10]=[C:9]([N:32]2[CH2:33][C:34]3([CH2:36][CH2:37][N:38]([CH3:41])[CH2:39][CH2:40]3)[CH2:35]2)[N:8]=1, predict the reactants needed to synthesize it. The reactants are: [Cl:1][C:2]1[CH:3]=[C:4]([CH:26]=[CH:27][C:28]=1[O:29][CH3:30])[CH2:5][NH:6][C:7]1[C:12]([C:13]([NH:15][CH2:16][C:17]2[N:22]=[CH:21][CH:20]=[CH:19][N:18]=2)=[O:14])=[CH:11][N:10]=[C:9](S(C)=O)[N:8]=1.C[N:32]1[CH2:35][C:34]2([CH2:40][CH2:39][NH:38][CH2:37][CH2:36]2)[CH2:33]1.[CH2:41](N(CC)CC)C.